From a dataset of Full USPTO retrosynthesis dataset with 1.9M reactions from patents (1976-2016). Predict the reactants needed to synthesize the given product. (1) Given the product [C:16]([O:19][CH:20]1[CH2:32][CH2:31][CH2:30][CH2:29][CH2:28][CH2:27][CH2:26][CH:25]([OH:33])[CH:24]=[CH:23][CH2:22][CH2:21]1)(=[O:18])[CH3:17], predict the reactants needed to synthesize it. The reactants are: C1(O)CCCCCCCCCCCC=C1.[C:16]([O:19][CH:20]1[CH2:32][CH2:31][CH2:30][CH2:29][CH2:28][CH2:27][CH2:26][CH:25]([O:33][Si](CC)(CC)CC)[CH:24]=[CH:23][CH2:22][CH2:21]1)(=[O:18])[CH3:17].[N+](CCCC)(CCCC)(CCCC)CCCC.[F-]. (2) Given the product [CH:28]1([NH:33][C:2]2[C:26]([CH3:27])=[CH:25][C:5]3[N:6]=[C:7]4[C:12]([N:13]([CH2:14][CH2:15][CH2:16][C:17]5[CH:22]=[CH:21][CH:20]=[CH:19][CH:18]=5)[C:4]=3[CH:3]=2)=[N:11][C:10](=[O:23])[NH:9][C:8]4=[O:24])[CH2:32][CH2:31][CH2:30][CH2:29]1, predict the reactants needed to synthesize it. The reactants are: Cl[C:2]1[C:26]([CH3:27])=[CH:25][C:5]2[N:6]=[C:7]3[C:12]([N:13]([CH2:14][CH2:15][CH2:16][C:17]4[CH:22]=[CH:21][CH:20]=[CH:19][CH:18]=4)[C:4]=2[CH:3]=1)=[N:11][C:10](=[O:23])[NH:9][C:8]3=[O:24].[CH:28]1([NH2:33])[CH2:32][CH2:31][CH2:30][CH2:29]1. (3) Given the product [CH3:14][NH:15][C:2]1[CH:10]=[CH:9][C:5]([C:6]([OH:8])=[O:7])=[CH:4][C:3]=1[N+:11]([O-:13])=[O:12], predict the reactants needed to synthesize it. The reactants are: Cl[C:2]1[CH:10]=[CH:9][C:5]([C:6]([OH:8])=[O:7])=[CH:4][C:3]=1[N+:11]([O-:13])=[O:12].[CH3:14][NH2:15].Cl.